This data is from Forward reaction prediction with 1.9M reactions from USPTO patents (1976-2016). The task is: Predict the product of the given reaction. (1) Given the reactants [C:1]1([C@@H:7]2[O:12][CH2:11][CH2:10][NH:9][CH2:8]2)[CH:6]=[CH:5][CH:4]=[CH:3][CH:2]=1.[Cl:13][C:14]1[N:19]=[CH:18][C:17]([CH:20]=O)=[CH:16][CH:15]=1.C(O[BH-](OC(=O)C)OC(=O)C)(=O)C.[Na+].C(=O)(O)[O-].[Na+], predict the reaction product. The product is: [Cl:13][C:14]1[N:19]=[CH:18][C:17]([CH2:20][N:9]2[CH2:10][CH2:11][O:12][C@@H:7]([C:1]3[CH:2]=[CH:3][CH:4]=[CH:5][CH:6]=3)[CH2:8]2)=[CH:16][CH:15]=1. (2) Given the reactants [CH3:1][C:2]1[CH:7]=[CH:6][CH:5]=[C:4]([CH3:8])[C:3]=1[C:9]1[N:10]=[C:11]([NH:16][C:17]2[CH:22]=[CH:21][CH:20]=[CH:19][CH:18]=2)[C:12]([NH2:15])=[N:13][CH:14]=1.[CH3:23][C:24]1[CH:25]=[C:26]([CH:28]=[C:29]([CH3:31])[CH:30]=1)N.C1(C)C=CC(S(O)(=O)=O)=CC=1, predict the reaction product. The product is: [CH3:1][C:2]1[CH:7]=[CH:6][CH:5]=[C:4]([CH3:8])[C:3]=1[C:9]1[N:10]=[C:11]([NH:16][C:17]2[CH:22]=[CH:21][CH:20]=[CH:19][CH:18]=2)[C:12]([NH:15][C:26]2[CH:28]=[C:29]([CH3:31])[CH:30]=[C:24]([CH3:23])[CH:25]=2)=[N:13][CH:14]=1. (3) Given the reactants [CH3:1][CH:2]([O:4][C:5]1[CH:12]=[CH:11][C:10]([C:13]2[S:14][C:15]([N:18]3[C:26]([CH3:27])=[C:21]4[CH2:22][NH:23][CH2:24][CH2:25][C:20]4=[N:19]3)=[N:16][N:17]=2)=[CH:9][C:6]=1[C:7]#[N:8])[CH3:3].Br[CH2:29][CH2:30][CH2:31][OH:32].C(=O)([O-])[O-].[K+].[K+], predict the reaction product. The product is: [OH:32][CH2:31][CH2:30][CH2:29][N:23]1[CH2:24][CH2:25][C:20]2=[N:19][N:18]([C:15]3[S:14][C:13]([C:10]4[CH:11]=[CH:12][C:5]([O:4][CH:2]([CH3:1])[CH3:3])=[C:6]([CH:9]=4)[C:7]#[N:8])=[N:17][N:16]=3)[C:26]([CH3:27])=[C:21]2[CH2:22]1. (4) Given the reactants C(OC(=O)[NH:7][CH2:8][CH2:9][O:10][CH2:11][CH2:12][C:13]#[N:14])(C)(C)C.[ClH:16], predict the reaction product. The product is: [ClH:16].[NH2:7][CH2:8][CH2:9][O:10][CH2:11][CH2:12][C:13]#[N:14]. (5) Given the reactants [CH3:1][CH:2]([O:9][N:10]1[C:15]([CH3:17])([CH3:16])[CH2:14][O:13][C:12](=[O:18])[C:11]1([CH2:20][CH3:21])[CH3:19])[C:3]1[CH:8]=[CH:7][CH:6]=[CH:5][CH:4]=1.[C:22](OOC(C)(C)C)(C)(C)C, predict the reaction product. The product is: [CH3:1][CH:2]([O:9][N:10]1[C:15]([CH3:16])([CH3:17])[CH2:14][O:13][C:12](=[O:18])[C:11]1([CH2:19][CH3:22])[CH2:20][CH3:21])[C:3]1[CH:8]=[CH:7][CH:6]=[CH:5][CH:4]=1. (6) The product is: [OH:42][C:27]([CH3:41])([CH3:26])[CH2:28][N:29]([CH2:30][CH2:31][CH2:32][S:33]([CH2:35][CH2:36][C:37]([F:40])([F:38])[F:39])=[O:34])[CH2:2][CH2:3][CH2:4][CH2:5][CH2:6][CH2:7][C:8]1[C:14]2[CH:15]=[CH:16][C:17]([OH:19])=[CH:18][C:13]=2[CH2:12][CH2:11][CH2:10][C:9]=1[C:20]1[CH:25]=[CH:24][CH:23]=[CH:22][CH:21]=1. Given the reactants Br[CH2:2][CH2:3][CH2:4][CH2:5][CH2:6][CH2:7][C:8]1[C:14]2[CH:15]=[CH:16][C:17]([OH:19])=[CH:18][C:13]=2[CH2:12][CH2:11][CH2:10][C:9]=1[C:20]1[CH:25]=[CH:24][CH:23]=[CH:22][CH:21]=1.[CH3:26][C:27]([OH:42])([CH3:41])[CH2:28][NH:29][CH2:30][CH2:31][CH2:32][S:33]([CH2:35][CH2:36][C:37]([F:40])([F:39])[F:38])=[O:34], predict the reaction product. (7) Given the reactants [CH2:1]([CH:4]([CH2:7][CH2:8][CH2:9][CH3:10])[CH:5]=[O:6])[CH:2]=[CH2:3].Br[CH2:12][C:13]([O:15][CH3:16])=[O:14].B(OC)(OC)OC.[Cl-].[NH4+], predict the reaction product. The product is: [CH2:1]([CH:4]([CH2:7][CH2:8][CH2:9][CH3:10])[CH:5]([OH:6])[CH2:12][C:13]([O:15][CH3:16])=[O:14])[CH:2]=[CH2:3]. (8) Given the reactants [CH3:1][O:2][C:3]1[CH:4]=[CH:5][C:6]([C:12](=O)[C:13]2[CH:18]=[CH:17][C:16]([O:19][CH3:20])=[CH:15][CH:14]=2)=[C:7]([CH:11]=1)[C:8](O)=[O:9].O.[NH2:23][NH2:24], predict the reaction product. The product is: [CH3:1][O:2][C:3]1[CH:11]=[C:7]2[C:6]([C:12]([C:13]3[CH:18]=[CH:17][C:16]([O:19][CH3:20])=[CH:15][CH:14]=3)=[N:23][NH:24][C:8]2=[O:9])=[CH:5][CH:4]=1. (9) Given the reactants [F:1][C:2]1[CH:21]=[CH:20][C:5]([CH2:6][O:7][C:8]2[CH:9]=[C:10]([C:17]([OH:19])=O)[C:11](=[CH:15][CH:16]=2)[C:12]([OH:14])=O)=[CH:4][CH:3]=1.C(N1C=CN=C1)(N1C=CN=C1)=O.[C:34]([NH:37][CH2:38][CH2:39][NH2:40])(=[O:36])[CH3:35], predict the reaction product. The product is: [F:1][C:2]1[CH:3]=[CH:4][C:5]([CH2:6][O:7][C:8]2[CH:9]=[C:10]3[C:11](=[CH:15][CH:16]=2)[C:12](=[O:14])[N:40]([CH2:39][CH2:38][NH:37][C:34](=[O:36])[CH3:35])[C:17]3=[O:19])=[CH:20][CH:21]=1. (10) Given the reactants C1(O)C=CC=CC=1.[C:8]12([C:18]3[CH:19]=[C:20]([CH:32]([C:34]4[CH:35]=[N:36][CH:37]=[CH:38][CH:39]=4)[OH:33])[CH:21]=[CH:22][C:23]=3[O:24][Si](C(C)(C)C)(C)C)[CH2:17][CH:12]3[CH2:13][CH:14]([CH2:16][CH:10]([CH2:11]3)[CH2:9]1)[CH2:15]2.[F-].C([N+](CCCC)(CCCC)CCCC)CCC, predict the reaction product. The product is: [C:8]12([C:18]3[CH:19]=[C:20]([CH:32]([OH:33])[C:34]4[CH:35]=[N:36][CH:37]=[CH:38][CH:39]=4)[CH:21]=[CH:22][C:23]=3[OH:24])[CH2:9][CH:10]3[CH2:16][CH:14]([CH2:13][CH:12]([CH2:11]3)[CH2:17]1)[CH2:15]2.